This data is from Catalyst prediction with 721,799 reactions and 888 catalyst types from USPTO. The task is: Predict which catalyst facilitates the given reaction. (1) Reactant: [NH2:1][C:2]1[C:3]([C:20]([NH:22][NH2:23])=[O:21])=[N:4][C:5]([C:8]2[CH:13]=[CH:12][C:11]([S:14]([CH:17]([CH3:19])[CH3:18])(=[O:16])=[O:15])=[CH:10][CH:9]=2)=[CH:6][N:7]=1.CCN(CC)CC.Cl[C:32](=[O:38])[C:33]([O:35][CH2:36][CH3:37])=[O:34]. The catalyst class is: 1. Product: [NH2:1][C:2]1[C:3]([C:20]([NH:22][NH:23][C:32](=[O:38])[C:33]([O:35][CH2:36][CH3:37])=[O:34])=[O:21])=[N:4][C:5]([C:8]2[CH:9]=[CH:10][C:11]([S:14]([CH:17]([CH3:19])[CH3:18])(=[O:15])=[O:16])=[CH:12][CH:13]=2)=[CH:6][N:7]=1. (2) Reactant: CI.[Br:3][C:4]1[C:9]([Cl:10])=[CH:8][C:7]([OH:11])=[C:6]([Cl:12])[CH:5]=1.[C:13](=O)([O-])[O-].[K+].[K+]. Product: [Br:3][C:4]1[CH:5]=[C:6]([Cl:12])[C:7]([O:11][CH3:13])=[CH:8][C:9]=1[Cl:10]. The catalyst class is: 31. (3) Reactant: [CH3:1][O:2][C:3]1[CH:11]=[CH:10][C:6]([C:7](Cl)=[O:8])=[CH:5][CH:4]=1.[N:12]1[CH:17]=[CH:16][C:15]([C:18]2[N:19]=[C:20]([NH2:23])[S:21][CH:22]=2)=[CH:14][CH:13]=1. Product: [CH3:1][O:2][C:3]1[CH:11]=[CH:10][C:6]([C:7]([NH:23][C:20]2[S:21][CH:22]=[C:18]([C:15]3[CH:16]=[CH:17][N:12]=[CH:13][CH:14]=3)[N:19]=2)=[O:8])=[CH:5][CH:4]=1. The catalyst class is: 377. (4) Reactant: [N+:1]([C:4]1[N:5]=[C:6]2[N:11]([CH:12]=1)[CH2:10][CH2:9][C@H:8]([CH2:13][O:14][C:15]1[CH:20]=[CH:19][C:18]([N:21]3[CH2:26][CH2:25][NH:24][CH2:23][CH2:22]3)=[CH:17][CH:16]=1)[O:7]2)([O-:3])=[O:2].[F:27][C:28]([F:45])([F:44])[C:29]1[CH:30]=[CH:31][C:32]([O:35][C:36]2[CH:43]=[CH:42][C:39]([CH:40]=O)=[CH:38][CH:37]=2)=[N:33][CH:34]=1.C(O[BH-](OC(=O)C)OC(=O)C)(=O)C.[Na+].[OH-].[Na+]. Product: [N+:1]([C:4]1[N:5]=[C:6]2[N:11]([CH:12]=1)[CH2:10][CH2:9][C@H:8]([CH2:13][O:14][C:15]1[CH:20]=[CH:19][C:18]([N:21]3[CH2:26][CH2:25][N:24]([CH2:40][C:39]4[CH:38]=[CH:37][C:36]([O:35][C:32]5[CH:31]=[CH:30][C:29]([C:28]([F:45])([F:27])[F:44])=[CH:34][N:33]=5)=[CH:43][CH:42]=4)[CH2:23][CH2:22]3)=[CH:17][CH:16]=1)[O:7]2)([O-:3])=[O:2]. The catalyst class is: 60. (5) Reactant: [OH-].[Na+].[CH3:3][N:4]1[CH2:9][CH2:8][CH:7]([C:10]([O:12]CC)=[O:11])[CH2:6][CH2:5]1. Product: [CH3:3][N:4]1[CH2:9][CH2:8][CH:7]([C:10]([OH:12])=[O:11])[CH2:6][CH2:5]1. The catalyst class is: 8. (6) Reactant: [CH3:1][C:2]1[CH:14]=[C:13]([CH2:15][N:16]([S:33]([CH2:36][CH2:37][CH3:38])(=[O:35])=[O:34])[C:17]2[CH:18]=[C:19]([C:23]3[CH:28]=[CH:27][C:26]([C:29]([F:32])([F:31])[F:30])=[CH:25][CH:24]=3)[CH:20]=[CH:21][CH:22]=2)[CH:12]=[CH:11][C:3]=1[O:4][CH2:5][C:6]([O:8]CC)=[O:7].[OH-].[Na+]. Product: [CH3:1][C:2]1[CH:14]=[C:13]([CH2:15][N:16]([S:33]([CH2:36][CH2:37][CH3:38])(=[O:34])=[O:35])[C:17]2[CH:18]=[C:19]([C:23]3[CH:28]=[CH:27][C:26]([C:29]([F:30])([F:31])[F:32])=[CH:25][CH:24]=3)[CH:20]=[CH:21][CH:22]=2)[CH:12]=[CH:11][C:3]=1[O:4][CH2:5][C:6]([OH:8])=[O:7]. The catalyst class is: 92.